From a dataset of Experimentally validated miRNA-target interactions with 360,000+ pairs, plus equal number of negative samples. Binary Classification. Given a miRNA mature sequence and a target amino acid sequence, predict their likelihood of interaction. (1) Result: 0 (no interaction). The protein sequence of the target gene is MAGILAWFWNERFWLPHNVTWADLKNTEEATFPQAEDLYLAFPLAFCIFMVRLIFERFVAKPCAIALNIQANGPQIAPPNAILEKVFTAITKHPDEKRLEGLSKQLDWDVRSIQRWFRQRRNQEKPSTLTRFCESMWRFSFYLYVFTYGVRFLKKTPWLWNTRHCWYNYPYQPLTTDLHYYYILELSFYWSLMFSQFTDIKRKDFGIMFLHHLVSIFLITFSYVNNMARVGTLVLCLHDSADALLEAAKMANYAKFQKMCDLLFVMFAVVFITTRLGIFPLWVLNTTLFESWEIVGPYPS.... The miRNA is mmu-miR-291b-5p with sequence GAUCAAAGUGGAGGCCCUCUCC. (2) The miRNA is mmu-miR-463-3p with sequence UGAUAGACACCAUAUAAGGUAG. The protein sequence of the target gene is MARYEEVSVSGFEEFHRAVEQHNGKTIFAYFTGSKDAGGKSWCPDCVQAEPVVREGLKHISEGCVFIYCQVGEKPYWKDPNNDFRKNLKVTAVPTLLKYGTPQKLVESECLQANLVEMLFSED. Result: 0 (no interaction). (3) The miRNA is hsa-miR-3714 with sequence GAAGGCAGCAGUGCUCCCCUGU. The protein sequence of the target gene is MASADSRRVADGGGAGGTFQPYLDTLRQELQQTDPTLLSVVVAVLAVLLTLVFWKLIRSRRSSQRAVLLVGLCDSGKTLLFVRLLTGLYRDTQTSITDSCAVYRVNNNRGNSLTLIDLPGHESLRLQFLERFKSSARAIVFVVDSAAFQREVKDVAEFLYQVLIDSMGLKNTPSFLIACNKQDIAMAKSAKLIQQQLEKELNTLRVTRSAAPSTLDSSSTAPAQLGKKGKEFEFSQLPLKVEFLECSAKGGRGDVGSADIQDLEKWLAKIA. Result: 1 (interaction). (4) The miRNA is hsa-miR-6837-5p with sequence ACCAGGGCCAGCAGGGAAUGU. The protein sequence of the target gene is MSSAPAPGPAPASLTLWDEEDFQGRRCRLLSDCANVCERGGLPRVRSVKVENGVWVAFEYPDFQGQQFILEKGDYPRWSAWSGSSSHNSNQLLSFRPVLCANHNDSRVTLFEGDNFQGCKFDLVDDYPSLPSMGWASKDVGSLKVSSGAWVAYQYPGYRGYQYVLERDRHSGEFCTYGELGTQAHTGQLQSIRRVQH. Result: 0 (no interaction). (5) The miRNA is mmu-miR-7685-5p with sequence ACCUUCCGGUUUCUUCAAGUCUCC. The protein sequence of the target gene is MKERRAPQPVVARCKLVLVGDVQCGKTAMLQVLAKDCYPETYVPTVFENYTACLETEEQRVELSLWDTSGSPYYDNVRPLCYSDSDAVLLCFDISRPETVDSALKKWRTEILDYCPSTRVLLIGCKTDLRTDLSTLMELSHQKQAPISYEQGCAIAKQLGAEIYLEGSAFTSEKSIHSIFRTASMLCLNKPSPLPQKSPVRSLSKRLLHLPSRSELISSTFKKEKAKSCSIM. Result: 0 (no interaction). (6) The miRNA is hsa-miR-6787-5p with sequence UGGCGGGGGUAGAGCUGGCUGC. The protein sequence of the target gene is MKLYCLSGHPTLPCNVLKFKSTTIMLDCGLDMTSTLNFLPLPLVQSPRLSNLPGWSLKDGNAFLDKELKECSGHVFVDSVPEFCLPETELIDLSTVDVILISNYHCMMALPYITEHTGFTGTVYATEPTMQIGRLLMEELVNFIERVPKAQSASLWKNKDIQRLLPSPLKDAVEVSTWRRCYTMQEVNSALSKIQLVGYSQKIELFGAVQVTPLSSGYALGSSNWIIQSHYEKVSYVSGSSLLTTHPQPMDQASLKNSDVLILTGLTQIPTANPDGMVGEFCSNLALTVRNGGNVLVPCY.... Result: 0 (no interaction). (7) The protein sequence of the target gene is MTCPRNVTPNSYAEPLAAPGGGERYSRSAGMYMQSGSDFNCGVMRGCGLAPSLSKRDEGSSPSLALNTYPSYLSQLDSWGDPKAAYRLEQPVGRPLSSCSYPPSVKEENVCCMYSAEKRAKSGPEAALYSHPLPESCLGEHEVPVPSYYRASPSYSALDKTPHCSGANDFEAPFEQRASLNPRAEHLESPQLGGKVSFPETPKSDSQTPSPNEIKTEQSLAGPKGSPSESEKERAKAADSSPDTSDNEAKEEIKAENTTGNWLTAKSGRKKRCPYTKHQTLELEKEFLFNMYLTRERRLE.... Result: 0 (no interaction). The miRNA is mmu-miR-7008-3p with sequence UGUGCUUCUUGCCUCUUCUCAG. (8) The miRNA is mmu-miR-129-1-3p with sequence AAGCCCUUACCCCAAAAAGUAU. The protein sequence of the target gene is MPPAGLRRAAPLTAIALLVLGAPLVLAGEDCLWYLDRNGSWHPGFNCEFFTFCCGTCYHRYCCRDLTLLITERQQKHCLAFSPKTIAGIASAVILFVAVVATTICCFLCSCCYLYRRRQQLQSPFEGQEIPMTGIPVQPVYPYPQDPKAGPAPPQPGFIYPPSGPAPQYPLYPAGPPVYNPAAPPPYMPPQPSYPGA. Result: 0 (no interaction). (9) The miRNA is cgr-miR-30a-5p with sequence UGUAAACAUCCUCGACUGGAAGC. The protein sequence of the target gene is MMVQRLGLISPPASQVSTACNQISPSLQRAMNAANLNIPPSDTRSLISRESLASTTLSLTESQSASSMKQEWSQGYRALPSLSNHGSQNGLDLGDLLSLPPGTSMSSNSVSNSLPSYLFGTESSHSPYPSPRHSSTRSHSARSKKRALSLSPLSDGIGIDFNTIIRTSPTSLVAYINGSRASPANLSPQPEVYGHFLGVRGSCIPQPRPVPGSQKGVLVAPGGLALPAYGEDGALEHERMQQLEHGGLQPGLVNHMVVQHGLPGPDSQSAGLFKTERLEEFPGSTVDLPPAPPLPPLPPP.... Result: 0 (no interaction).